Dataset: Reaction yield outcomes from USPTO patents with 853,638 reactions. Task: Predict the reaction yield, written as a fraction of the theoretical maximum amount of product (1.0 means a 100% yield; for example, 0.34 means a 34% yield). (1) The reactants are [NH2:1][C:2]1[C:11]2[C:6](=[C:7](I)[C:8]([F:12])=[CH:9][CH:10]=2)[N:5]=[N:4][C:3]=1[C:14]([NH:16][CH:17]1[CH2:19][CH2:18]1)=[O:15].[CH3:20][C:21]1[CH:26]=[CH:25][N:24]=[CH:23][C:22]=1B(O)O. No catalyst specified. The product is [NH2:1][C:2]1[C:11]2[C:6](=[C:7]([C:22]3[CH:23]=[N:24][CH:25]=[CH:26][C:21]=3[CH3:20])[C:8]([F:12])=[CH:9][CH:10]=2)[N:5]=[N:4][C:3]=1[C:14]([NH:16][CH:17]1[CH2:19][CH2:18]1)=[O:15]. The yield is 0.620. (2) The reactants are [Br:1][C:2]1[CH:3]=[C:4]2[C:8](=[CH:9][CH:10]=1)[N:7]([CH2:11][C:12]1[CH:17]=[CH:16][CH:15]=[CH:14][N:13]=1)[C:6](=[O:18])[C:5]2(O)[C:19]1[C:28]([OH:29])=[CH:27][C:22]2[O:23][CH2:24][CH2:25][O:26][C:21]=2[CH:20]=1.FC(F)(F)C(O)=O. The catalyst is C([SiH](CC)CC)C. The product is [Br:1][C:2]1[CH:3]=[C:4]2[C:8](=[CH:9][CH:10]=1)[N:7]([CH2:11][C:12]1[CH:17]=[CH:16][CH:15]=[CH:14][N:13]=1)[C:6](=[O:18])[CH:5]2[C:19]1[C:28]([OH:29])=[CH:27][C:22]2[O:23][CH2:24][CH2:25][O:26][C:21]=2[CH:20]=1. The yield is 1.00. (3) The reactants are [CH:1]1([NH2:7])[CH2:6][CH2:5][CH2:4][CH2:3][CH2:2]1.C([O:10][C:11]([C:13]1[C:14](=[O:26])[N:15]([CH3:25])[C:16]2[C:21]([C:22]=1[OH:23])=[CH:20][C:19]([CH3:24])=[CH:18][CH:17]=2)=O)C. The catalyst is C1(C)C=CC=CC=1.O. The product is [CH:1]1([NH:7][C:11]([C:13]2[C:14](=[O:26])[N:15]([CH3:25])[C:16]3[C:21]([C:22]=2[OH:23])=[CH:20][C:19]([CH3:24])=[CH:18][CH:17]=3)=[O:10])[CH2:6][CH2:5][CH2:4][CH2:3][CH2:2]1. The yield is 0.970. (4) The reactants are [F:1][C:2]1[CH:3]=[CH:4][C:5]2[O:37][CH2:36][C:8]3([CH2:13][CH2:12][N:11]([C:14]([C:16]4[CH:17]=[N:18][C:19]5[N:20]([N:30]=[CH:31][C:32]=5[C:33](O)=[O:34])[C:21]=4[NH:22][C:23]4[CH:28]=[CH:27][CH:26]=[CH:25][C:24]=4[CH3:29])=[O:15])[CH2:10][CH2:9]3)[C:6]=2[CH:7]=1.[CH2:38]([S:40]([NH2:43])(=[O:42])=[O:41])[CH3:39]. No catalyst specified. The product is [F:1][C:2]1[CH:3]=[CH:4][C:5]2[O:37][CH2:36][C:8]3([CH2:9][CH2:10][N:11]([C:14]([C:16]4[CH:17]=[N:18][C:19]5[N:20]([N:30]=[CH:31][C:32]=5[C:33]([NH:43][S:40]([CH2:38][CH3:39])(=[O:42])=[O:41])=[O:34])[C:21]=4[NH:22][C:23]4[CH:28]=[CH:27][CH:26]=[CH:25][C:24]=4[CH3:29])=[O:15])[CH2:12][CH2:13]3)[C:6]=2[CH:7]=1. The yield is 0.840. (5) The reactants are Cl.[Cl:2][C:3]1[CH:23]=[CH:22][C:6]([O:7][C:8]2[CH:21]=[CH:20][C:11]([O:12][CH2:13][C@@H:14]3[CH2:19][CH2:18][CH2:17][CH2:16][NH:15]3)=[CH:10][CH:9]=2)=[CH:5][CH:4]=1.Br[CH2:25][CH2:26][C:27]([O:29][CH3:30])=[O:28].C(N(CC)CC)C. The catalyst is ClCCl.O. The product is [CH3:30][O:29][C:27](=[O:28])[CH2:26][CH2:25][N:15]1[CH2:16][CH2:17][CH2:18][CH2:19][C@H:14]1[CH2:13][O:12][C:11]1[CH:20]=[CH:21][C:8]([O:7][C:6]2[CH:22]=[CH:23][C:3]([Cl:2])=[CH:4][CH:5]=2)=[CH:9][CH:10]=1. The yield is 0.250.